From a dataset of Forward reaction prediction with 1.9M reactions from USPTO patents (1976-2016). Predict the product of the given reaction. (1) Given the reactants C[N:2]1[C:7](=[O:8])[CH:6]=[C:5]([C:9]2[CH:14]=[CH:13][N:12]=[CH:11][N:10]=2)[N:4]=[C:3]1[O:15][CH:16]1[CH2:21][CH2:20][CH2:19][N:18]([C:22]([O:24][CH3:25])=[O:23])[CH2:17]1.CN1[C:32](=O)[CH:31]=[C:30]([C:34]2[CH:39]=CN=CN=2)N=C1OC[C@H]1CCCN1.Cl[C:48](OC1C=CC=CC=1)=O, predict the reaction product. The product is: [CH3:21][CH:16]([O:15][C:3]1[NH:2][C:7](=[O:8])[CH:6]=[C:5]([C:9]2[CH:14]=[CH:13][N:12]=[CH:11][N:10]=2)[N:4]=1)[C@H:17]1[CH2:48][CH2:20][CH2:19][N:18]1[C:22]([O:24][C:25]1[CH:39]=[CH:34][CH:30]=[CH:31][CH:32]=1)=[O:23]. (2) Given the reactants C[O:2][C@@H:3]([C:5]1[N:6]=[CH:7][N:8]([C:10]2[CH:27]=[C:15]3[C:16]4[C:21]([CH2:22][CH2:23][N:14]3[C:13](=[O:28])[CH2:12][N:11]=2)=[C:20]([C:24]([CH3:26])=[CH2:25])[CH:19]=[CH:18][CH:17]=4)[CH:9]=1)[CH3:4].[CH:29]1([Mg]Br)C[CH2:30]1.[NH4+].[Cl-], predict the reaction product. The product is: [CH:24]1([C:20]2[CH:19]=[CH:18][CH:17]=[C:16]3[C:21]=2[CH2:22][CH2:23][N:14]2[C:13](=[O:28])[CH2:12][N:11]=[C:10]([N:8]4[CH:9]=[C:5]([CH:3]([CH:4]5[CH2:30][CH2:29]5)[OH:2])[N:6]=[CH:7]4)[CH:27]=[C:15]23)[CH2:26][CH2:25]1. (3) Given the reactants [Br:1][C:2]1[S:6][C:5]([Cl:7])=[C:4]([CH2:8][C:9]2[CH:14]=[CH:13][C:12]([O:15]C)=[CH:11][CH:10]=2)[CH:3]=1.B(Br)(Br)Br.Cl.O, predict the reaction product. The product is: [Br:1][C:2]1[S:6][C:5]([Cl:7])=[C:4]([CH2:8][C:9]2[CH:14]=[CH:13][C:12]([OH:15])=[CH:11][CH:10]=2)[CH:3]=1. (4) Given the reactants [Cl:1][C:2]1[C:3]([C:26]([N:28]2[CH2:33][CH2:32][O:31][CH2:30][CH2:29]2)=[O:27])=[CH:4][C:5]([O:18][CH2:19][C:20]2[CH:25]=[CH:24][CH:23]=[CH:22][CH:21]=2)=[C:6]([CH:17]=1)[C:7]([O:9]CC1C=CC=CC=1)=[O:8].[Li+].[OH-].O.Cl, predict the reaction product. The product is: [Cl:1][C:2]1[C:3]([C:26]([N:28]2[CH2:33][CH2:32][O:31][CH2:30][CH2:29]2)=[O:27])=[CH:4][C:5]([O:18][CH2:19][C:20]2[CH:25]=[CH:24][CH:23]=[CH:22][CH:21]=2)=[C:6]([CH:17]=1)[C:7]([OH:9])=[O:8]. (5) The product is: [Cl:1][C:2]1[CH:3]=[C:4]([CH:18]=[C:19]([O:21][CH2:4][C:5](=[O:6])[NH:7][CH3:8])[CH:20]=1)[C:5]([NH:7][CH2:8][C:9]1[CH:14]=[CH:13][C:12]([C:15]#[N:16])=[CH:11][C:10]=1[O:17][CH2:23][C:24](=[O:25])[NH:26][CH3:27])=[O:6]. Given the reactants [Cl:1][C:2]1[CH:3]=[C:4]([CH:18]=[C:19]([OH:21])[CH:20]=1)[C:5]([NH:7][CH2:8][C:9]1[CH:14]=[CH:13][C:12]([C:15]#[N:16])=[CH:11][C:10]=1[OH:17])=[O:6].Cl[CH2:23][C:24]([NH:26][CH3:27])=[O:25], predict the reaction product. (6) Given the reactants C(O)(C(F)(F)F)=O.[Cl:8][C:9]1[CH:30]=[CH:29][C:12]2[NH:13][C:14]([N:16]3[CH2:21][CH2:20][N:19](C(OC(C)(C)C)=O)[CH2:18][CH2:17]3)=[N:15][C:11]=2[CH:10]=1, predict the reaction product. The product is: [Cl:8][C:9]1[CH:30]=[CH:29][C:12]2[NH:13][C:14]([N:16]3[CH2:21][CH2:20][NH:19][CH2:18][CH2:17]3)=[N:15][C:11]=2[CH:10]=1. (7) Given the reactants [CH3:1][N:2]([CH:6]1[CH2:11][CH2:10][N:9]([C:12]2[C:13]([C:26]3[CH:31]=[CH:30][CH:29]=[CH:28][CH:27]=3)=[N:14][C:15]3[C:20]([N:21]=2)=[CH:19][C:18]([C:22]([O:24]C)=[O:23])=[CH:17][CH:16]=3)[CH2:8][CH2:7]1)[C:3](=[O:5])[CH3:4].ClCCl.[OH-].[Na+], predict the reaction product. The product is: [CH3:1][N:2]([CH:6]1[CH2:7][CH2:8][N:9]([C:12]2[C:13]([C:26]3[CH:27]=[CH:28][CH:29]=[CH:30][CH:31]=3)=[N:14][C:15]3[C:20]([N:21]=2)=[CH:19][C:18]([C:22]([OH:24])=[O:23])=[CH:17][CH:16]=3)[CH2:10][CH2:11]1)[C:3](=[O:5])[CH3:4]. (8) Given the reactants CC1NN=C(C(NC2C=C3C=C(C4CCN(C(N5CCOCC5)=O)CC=4)NC3=NC=2)=O)C=1.C1(S(N2C3=NC=C(NC(C4NN=C(C)C=4C)=O)C=C3C=C2C2CCN(C(N3CCOCC3)=O)CC=2)(=O)=O)C=CC=CC=1.CC1C(C)=C(C(NC2C=C3C=C(C4CCN(C(N5CCOCC5)=O)CC=4)NC3=NC=2)=O)NN=1.ClC1C(C)=NNC=1C(NC1C=C2C=C(C3CCN(C(N4CCOCC4)=O)CC=3)NC2=NC=1)=O.Cl[C:142]1[C:143]([C:148]([NH:150][C:151]2[CH:152]=[C:153]3[CH:159]=[C:158]([C:160]4[CH2:161][CH2:162][N:163]([C:166]([CH:168]5[CH2:170][CH2:169]5)=[O:167])[CH2:164][CH:165]=4)[NH:157][C:154]3=[N:155][CH:156]=2)=[O:149])=[N:144][NH:145][C:146]=1[CH3:147], predict the reaction product. The product is: [CH:168]1([C:166]([N:163]2[CH2:164][CH:165]=[C:160]([C:158]3[NH:157][C:154]4=[N:155][CH:156]=[C:151]([NH:150][C:148]([C:143]5[CH:142]=[C:146]([CH3:147])[NH:145][N:144]=5)=[O:149])[CH:152]=[C:153]4[CH:159]=3)[CH2:161][CH2:162]2)=[O:167])[CH2:170][CH2:169]1.